This data is from Catalyst prediction with 721,799 reactions and 888 catalyst types from USPTO. The task is: Predict which catalyst facilitates the given reaction. (1) Reactant: [Cl:1][C:2]1[CH:8]=[C:7]([O:9][C:10]2[C:11]3[N:18]([CH3:19])[CH:17]=[CH:16][C:12]=3[N:13]=[CH:14][N:15]=2)[CH:6]=[CH:5][C:3]=1[NH2:4].C(N(CC)CC)C.ClC(Cl)(O[C:31](=[O:37])OC(Cl)(Cl)Cl)Cl.[CH:39]1([CH2:42][NH2:43])[CH2:41][CH2:40]1. Product: [Cl:1][C:2]1[CH:8]=[C:7]([O:9][C:10]2[C:11]3[N:18]([CH3:19])[CH:17]=[CH:16][C:12]=3[N:13]=[CH:14][N:15]=2)[CH:6]=[CH:5][C:3]=1[NH:4][C:31]([NH:43][CH2:42][CH:39]1[CH2:41][CH2:40]1)=[O:37]. The catalyst class is: 4. (2) Reactant: [NH2:1][C:2]1[N:7]=[C:6]([Cl:8])[CH:5]=[C:4]([NH2:9])[N:3]=1.[CH:10]1([N+:16]#[C-:17])[CH2:15][CH2:14][CH2:13][CH2:12][CH2:11]1.[S:18]1[CH:22]=[CH:21][CH:20]=[C:19]1[CH:23]=O.[C:25](Cl)(=[O:27])[CH3:26]. Product: [Cl-:8].[C:25]([N+:1]1[C:23]([C:19]2[S:18][CH:22]=[CH:21][CH:20]=2)=[C:17]([NH:16][CH:10]2[CH2:15][CH2:14][CH2:13][CH2:12][CH2:11]2)[N:3]2[C:4]([NH2:9])=[CH:5][C:6]([Cl:8])=[N:7][C:2]=12)(=[O:27])[CH3:26]. The catalyst class is: 519. (3) Product: [NH2:1][C:4]1[C:5]([NH:10][CH:11]2[CH2:16][CH2:15][N:14]([C:17]([O:19][C:20]([CH3:23])([CH3:22])[CH3:21])=[O:18])[CH2:13][CH2:12]2)=[N:6][CH:7]=[CH:8][CH:9]=1. The catalyst class is: 43. Reactant: [N+:1]([C:4]1[C:5]([NH:10][CH:11]2[CH2:16][CH2:15][N:14]([C:17]([O:19][C:20]([CH3:23])([CH3:22])[CH3:21])=[O:18])[CH2:13][CH2:12]2)=[N:6][CH:7]=[CH:8][CH:9]=1)([O-])=O. (4) Product: [N:1]1[CH:6]=[CH:5][CH:4]=[CH:3][C:2]=1[C:7]1[CH:8]=[N:9][C:10]([NH:13][C:14](=[O:24])[CH2:15][C:16]2[CH:21]=[C:20]([CH3:22])[C:19]([C:30]3[CH:29]=[CH:28][N:27]=[C:26]([CH3:25])[CH:31]=3)=[N:18][CH:17]=2)=[CH:11][CH:12]=1. The catalyst class is: 455. Reactant: [N:1]1[CH:6]=[CH:5][CH:4]=[CH:3][C:2]=1[C:7]1[CH:8]=[N:9][C:10]([NH:13][C:14](=[O:24])[CH2:15][C:16]2[CH:17]=[N:18][C:19](Cl)=[C:20]([CH3:22])[CH:21]=2)=[CH:11][CH:12]=1.[CH3:25][C:26]1[CH:31]=[C:30]([Sn](CCCC)(CCCC)CCCC)[CH:29]=[CH:28][N:27]=1. (5) Product: [NH2:11][CH2:10][CH:9]([NH:8][C:6]([C:5]1[CH:24]=[CH:25][C:2]([Cl:1])=[C:3]([NH:26][C:27]([C:29]2[C:40](=[O:41])[NH:39][C:32]3[N:33]=[C:34]([O:37][CH3:38])[N:35]=[CH:36][C:31]=3[CH:30]=2)=[O:28])[CH:4]=1)=[O:7])[CH:19]1[CH2:20][CH2:21][CH2:22][CH2:23]1. The catalyst class is: 4. Reactant: [Cl:1][C:2]1[CH:25]=[CH:24][C:5]([C:6]([NH:8][CH:9]([CH:19]2[CH2:23][CH2:22][CH2:21][CH2:20]2)[CH2:10][NH:11]C(=O)OC(C)(C)C)=[O:7])=[CH:4][C:3]=1[NH:26][C:27]([C:29]1[C:40](=[O:41])[NH:39][C:32]2[N:33]=[C:34]([O:37][CH3:38])[N:35]=[CH:36][C:31]=2[CH:30]=1)=[O:28].FC(F)(F)C(O)=O. (6) Reactant: [Cl:1][C:2]1[CH:3]=[C:4]([CH:27]=[C:28]([Cl:31])[C:29]=1[Cl:30])[CH2:5][N:6]1[CH:10]=[C:9]([C:11]2[N:15]=[C:14]([C:16]3[CH:20]=[CH:19][N:18]([CH2:21][C:22]([O:24]CC)=[O:23])[N:17]=3)[O:13][N:12]=2)[N:8]=[N:7]1.[OH-].[Na+]. Product: [Cl:1][C:2]1[CH:3]=[C:4]([CH:27]=[C:28]([Cl:31])[C:29]=1[Cl:30])[CH2:5][N:6]1[CH:10]=[C:9]([C:11]2[N:15]=[C:14]([C:16]3[CH:20]=[CH:19][N:18]([CH2:21][C:22]([OH:24])=[O:23])[N:17]=3)[O:13][N:12]=2)[N:8]=[N:7]1. The catalyst class is: 36. (7) Reactant: [C:1]([N:11]1[C@H:15]([C:16]2[CH:21]=[CH:20][CH:19]=[CH:18][CH:17]=2)[CH2:14][O:13][C:12]1=[O:22])(=[O:10])[CH:2]=[CH:3][C:4]1[CH:9]=[CH:8][CH:7]=[CH:6][CH:5]=1.C(O)(C(F)(F)F)=O.[CH3:30][O:31][CH2:32][CH2:33][N:34]([CH2:40]OC)[CH2:35][Si](C)(C)C. Product: [CH3:30][O:31][CH2:32][CH2:33][N:34]1[CH2:40][C@@H:3]([C:4]2[CH:5]=[CH:6][CH:7]=[CH:8][CH:9]=2)[C@H:2]([C:1]([N:11]2[C@H:15]([C:16]3[CH:17]=[CH:18][CH:19]=[CH:20][CH:21]=3)[CH2:14][O:13][C:12]2=[O:22])=[O:10])[CH2:35]1. The catalyst class is: 11. (8) Reactant: [CH3:1][O:2][C:3]1[CH:22]=[C:21]([O:23][CH3:24])[CH:20]=[CH:19][C:4]=1[CH2:5][NH:6][S:7]([CH2:10][C:11]1[CH:16]=[CH:15][C:14]([CH2:17][OH:18])=[CH:13][CH:12]=1)(=[O:9])=[O:8].C(N(CC)CC)C.[CH3:32][S:33](Cl)(=[O:35])=[O:34]. Product: [CH3:1][O:2][C:3]1[CH:22]=[C:21]([O:23][CH3:24])[CH:20]=[CH:19][C:4]=1[CH2:5][NH:6][S:7]([CH2:10][C:11]1[CH:16]=[CH:15][C:14]([CH2:17][O:18][S:33]([CH3:32])(=[O:35])=[O:34])=[CH:13][CH:12]=1)(=[O:9])=[O:8]. The catalyst class is: 96. (9) Reactant: [CH:1]([C:4]1[N:8]=[C:7]([N:9]2[CH2:14][CH2:13][CH:12]([CH2:15][CH2:16][CH2:17][O:18][C:19]3[CH:27]=[CH:26][C:22]([C:23](O)=[O:24])=[CH:21][N:20]=3)[CH2:11][CH2:10]2)[O:6][N:5]=1)([CH3:3])[CH3:2].CCN=C=NCCCN(C)C.C1C=CC2N(O)N=NC=2C=1.CCN(C(C)C)C(C)C.[NH2:58][C@H:59]([CH3:62])[CH2:60][OH:61]. Product: [OH:61][CH2:60][C@H:59]([NH:58][C:23](=[O:24])[C:22]1[CH:26]=[CH:27][C:19]([O:18][CH2:17][CH2:16][CH2:15][CH:12]2[CH2:13][CH2:14][N:9]([C:7]3[O:6][N:5]=[C:4]([CH:1]([CH3:2])[CH3:3])[N:8]=3)[CH2:10][CH2:11]2)=[N:20][CH:21]=1)[CH3:62]. The catalyst class is: 3.